This data is from Full USPTO retrosynthesis dataset with 1.9M reactions from patents (1976-2016). The task is: Predict the reactants needed to synthesize the given product. (1) Given the product [Br:1][C:2]1[CH:9]=[CH:8][C:5]([CH:6]2[O:12][CH2:11][CH2:10][O:7]2)=[CH:4][CH:3]=1, predict the reactants needed to synthesize it. The reactants are: [Br:1][C:2]1[CH:9]=[CH:8][C:5]([CH:6]=[O:7])=[CH:4][CH:3]=1.[CH2:10](O)[CH2:11][OH:12].C(=O)(O)[O-].[Na+]. (2) Given the product [Br:1][C:2]1[C:3](=[O:34])[N:4]([CH2:19][C:20]2[CH:24]=[C:23]([C:25]([NH:37][CH3:35])=[O:27])[NH:22][N:21]=2)[C:5]([CH3:18])=[CH:6][C:7]=1[O:8][CH2:9][C:10]1[CH:15]=[CH:14][C:13]([F:16])=[CH:12][C:11]=1[F:17], predict the reactants needed to synthesize it. The reactants are: [Br:1][C:2]1[C:3](=[O:34])[N:4]([CH2:19][C:20]2[CH:24]=[C:23]([C:25]([OH:27])=O)[N:22](C3CCCCO3)[N:21]=2)[C:5]([CH3:18])=[CH:6][C:7]=1[O:8][CH2:9][C:10]1[CH:15]=[CH:14][C:13]([F:16])=[CH:12][C:11]=1[F:17].[CH2:35]([N:37](CC)CC)C.ClC(OCC(C)C)=O.Cl.[OH-].[Na+]. (3) Given the product [F:1][C:2]1([CH2:26][NH2:27])[CH2:7][CH2:6][N:5]([C:8]2[CH:13]=[CH:12][C:11]([N:14]3[CH2:18][C@H:17]([CH2:19][NH:20][C:21](=[O:23])[CH3:22])[O:16][C:15]3=[O:24])=[CH:10][C:9]=2[F:25])[CH2:4][CH2:3]1, predict the reactants needed to synthesize it. The reactants are: [F:1][C:2]1([CH2:26][N:27]=[N+]=[N-])[CH2:7][CH2:6][N:5]([C:8]2[CH:13]=[CH:12][C:11]([N:14]3[CH2:18][C@H:17]([CH2:19][NH:20][C:21](=[O:23])[CH3:22])[O:16][C:15]3=[O:24])=[CH:10][C:9]=2[F:25])[CH2:4][CH2:3]1.C1(P(C2C=CC=CC=2)C2C=CC=CC=2)C=CC=CC=1.O. (4) Given the product [CH3:1][C:2]1[N:3]([CH2:11][CH2:12][N:13]2[CH2:18][CH2:17][O:16][CH2:15][CH2:14]2)[C:4](=[NH:8])[S:5][C:6]=1[CH3:7], predict the reactants needed to synthesize it. The reactants are: [CH3:1][C:2]1[N:3]=[C:4]([NH2:8])[S:5][C:6]=1[CH3:7].Cl.Cl[CH2:11][CH2:12][N:13]1[CH2:18][CH2:17][O:16][CH2:15][CH2:14]1.C(N(CC)CC)C. (5) The reactants are: [Cl:1][C:2]1[CH:9]=[CH:8][C:5]([C:6]#[N:7])=[C:4]([C:10]2[C:15]([F:16])=[CH:14][NH:13][C:12](=[O:17])[CH:11]=2)[CH:3]=1.Br[CH:19]([CH3:27])[C:20]([O:22][C:23]([CH3:26])([CH3:25])[CH3:24])=[O:21]. Given the product [Cl:1][C:2]1[CH:9]=[CH:8][C:5]([C:6]#[N:7])=[C:4]([C:10]2[C:15]([F:16])=[CH:14][N:13]([CH:19]([CH3:27])[C:20]([O:22][C:23]([CH3:26])([CH3:25])[CH3:24])=[O:21])[C:12](=[O:17])[CH:11]=2)[CH:3]=1, predict the reactants needed to synthesize it. (6) Given the product [ClH:24].[NH2:1][C:2]1[N:7]=[C:6]([NH2:8])[C:5]([O:9][CH2:10][CH2:11][CH2:12][N:13]2[C:21]3[C:16](=[CH:17][CH:18]=[CH:19][CH:20]=3)[CH:15]=[CH:14]2)=[C:4]([CH2:22][CH3:23])[N:3]=1, predict the reactants needed to synthesize it. The reactants are: [NH2:1][C:2]1[N:7]=[C:6]([NH2:8])[C:5]([O:9][CH2:10][CH2:11][CH2:12][N:13]2[C:21]3[C:16](=[CH:17][CH:18]=[CH:19][CH:20]=3)[CH:15]=[CH:14]2)=[C:4]([CH2:22][CH3:23])[N:3]=1.[ClH:24]. (7) Given the product [N:75]1[NH:76][C:72]([C:69]2[CH:70]=[CH:71][C:66]([NH:65][C:28]([CH:9]3[CH:8]([C:4]4[CH:5]=[CH:6][CH:7]=[C:2]([Cl:1])[C:3]=4[F:31])[C:12]([C:15]4[CH:20]=[CH:19][C:18]([Cl:21])=[CH:17][C:16]=4[F:22])([C:13]#[N:14])[CH:11]([CH2:23][C:24]([CH3:25])([CH3:27])[CH3:26])[NH:10]3)=[O:30])=[CH:67][CH:68]=2)=[N:73][CH:74]=1, predict the reactants needed to synthesize it. The reactants are: [Cl:1][C:2]1[C:3]([F:31])=[C:4]([CH:8]2[C:12]([C:15]3[CH:20]=[CH:19][C:18]([Cl:21])=[CH:17][C:16]=3[F:22])([C:13]#[N:14])[CH:11]([CH2:23][C:24]([CH3:27])([CH3:26])[CH3:25])[NH:10][CH:9]2[C:28]([OH:30])=O)[CH:5]=[CH:6][CH:7]=1.CN(C(ON1N=NC2C=CC=NC1=2)=[N+](C)C)C.F[P-](F)(F)(F)(F)F.CCN(C(C)C)C(C)C.[NH2:65][C:66]1[CH:71]=[CH:70][C:69]([C:72]2[NH:76][N:75]=[CH:74][N:73]=2)=[CH:68][CH:67]=1.